Regression. Given two drug SMILES strings and cell line genomic features, predict the synergy score measuring deviation from expected non-interaction effect. From a dataset of NCI-60 drug combinations with 297,098 pairs across 59 cell lines. (1) Drug 1: CCC1=CC2CC(C3=C(CN(C2)C1)C4=CC=CC=C4N3)(C5=C(C=C6C(=C5)C78CCN9C7C(C=CC9)(C(C(C8N6C)(C(=O)OC)O)OC(=O)C)CC)OC)C(=O)OC.C(C(C(=O)O)O)(C(=O)O)O. Drug 2: CC(CN1CC(=O)NC(=O)C1)N2CC(=O)NC(=O)C2. Cell line: NCIH23. Synergy scores: CSS=15.9, Synergy_ZIP=-5.81, Synergy_Bliss=-2.07, Synergy_Loewe=-14.0, Synergy_HSA=-0.162. (2) Drug 1: C1=CC(=CC=C1CCCC(=O)O)N(CCCl)CCCl. Drug 2: CC1=C(C=C(C=C1)C(=O)NC2=CC(=CC(=C2)C(F)(F)F)N3C=C(N=C3)C)NC4=NC=CC(=N4)C5=CN=CC=C5. Cell line: UACC62. Synergy scores: CSS=27.8, Synergy_ZIP=-8.92, Synergy_Bliss=-2.31, Synergy_Loewe=-1.54, Synergy_HSA=-1.28. (3) Drug 1: CN1C2=C(C=C(C=C2)N(CCCl)CCCl)N=C1CCCC(=O)O.Cl. Drug 2: CCN(CC)CCCC(C)NC1=C2C=C(C=CC2=NC3=C1C=CC(=C3)Cl)OC. Cell line: PC-3. Synergy scores: CSS=5.02, Synergy_ZIP=-2.09, Synergy_Bliss=-0.988, Synergy_Loewe=-4.58, Synergy_HSA=-0.676. (4) Drug 1: C1=C(C(=O)NC(=O)N1)N(CCCl)CCCl. Drug 2: CC1=CC=C(C=C1)C2=CC(=NN2C3=CC=C(C=C3)S(=O)(=O)N)C(F)(F)F. Cell line: KM12. Synergy scores: CSS=19.5, Synergy_ZIP=-6.56, Synergy_Bliss=-2.19, Synergy_Loewe=3.80, Synergy_HSA=3.92. (5) Drug 1: C1CNP(=O)(OC1)N(CCCl)CCCl. Drug 2: CCN(CC)CCNC(=O)C1=C(NC(=C1C)C=C2C3=C(C=CC(=C3)F)NC2=O)C. Cell line: NCI-H460. Synergy scores: CSS=17.7, Synergy_ZIP=-2.17, Synergy_Bliss=2.64, Synergy_Loewe=-0.453, Synergy_HSA=4.36. (6) Drug 1: C1CN1C2=NC(=NC(=N2)N3CC3)N4CC4. Cell line: EKVX. Drug 2: CC1=C(N=C(N=C1N)C(CC(=O)N)NCC(C(=O)N)N)C(=O)NC(C(C2=CN=CN2)OC3C(C(C(C(O3)CO)O)O)OC4C(C(C(C(O4)CO)O)OC(=O)N)O)C(=O)NC(C)C(C(C)C(=O)NC(C(C)O)C(=O)NCCC5=NC(=CS5)C6=NC(=CS6)C(=O)NCCC[S+](C)C)O. Synergy scores: CSS=11.9, Synergy_ZIP=-2.68, Synergy_Bliss=0.624, Synergy_Loewe=2.01, Synergy_HSA=2.64. (7) Drug 1: C1=CC(=CC=C1CC(C(=O)O)N)N(CCCl)CCCl.Cl. Drug 2: C1=NC2=C(N1)C(=S)N=CN2. Cell line: OVCAR-8. Synergy scores: CSS=7.83, Synergy_ZIP=-10.6, Synergy_Bliss=-16.6, Synergy_Loewe=-20.0, Synergy_HSA=-16.4.